This data is from NCI-60 drug combinations with 297,098 pairs across 59 cell lines. The task is: Regression. Given two drug SMILES strings and cell line genomic features, predict the synergy score measuring deviation from expected non-interaction effect. (1) Drug 1: C1=CN(C=N1)CC(O)(P(=O)(O)O)P(=O)(O)O. Drug 2: CC1C(C(CC(O1)OC2CC(CC3=C2C(=C4C(=C3O)C(=O)C5=CC=CC=C5C4=O)O)(C(=O)C)O)N)O. Cell line: CCRF-CEM. Synergy scores: CSS=43.2, Synergy_ZIP=1.62, Synergy_Bliss=2.11, Synergy_Loewe=-12.9, Synergy_HSA=1.97. (2) Drug 1: CC1OCC2C(O1)C(C(C(O2)OC3C4COC(=O)C4C(C5=CC6=C(C=C35)OCO6)C7=CC(=C(C(=C7)OC)O)OC)O)O. Drug 2: CCC1=C2CN3C(=CC4=C(C3=O)COC(=O)C4(CC)O)C2=NC5=C1C=C(C=C5)O. Cell line: CCRF-CEM. Synergy scores: CSS=80.1, Synergy_ZIP=0.165, Synergy_Bliss=-0.205, Synergy_Loewe=0.180, Synergy_HSA=2.81. (3) Drug 1: CCC(=C(C1=CC=CC=C1)C2=CC=C(C=C2)OCCN(C)C)C3=CC=CC=C3.C(C(=O)O)C(CC(=O)O)(C(=O)O)O. Drug 2: CS(=O)(=O)CCNCC1=CC=C(O1)C2=CC3=C(C=C2)N=CN=C3NC4=CC(=C(C=C4)OCC5=CC(=CC=C5)F)Cl. Cell line: MALME-3M. Synergy scores: CSS=-3.78, Synergy_ZIP=2.23, Synergy_Bliss=-0.789, Synergy_Loewe=-5.42, Synergy_HSA=-5.44.